Dataset: Forward reaction prediction with 1.9M reactions from USPTO patents (1976-2016). Task: Predict the product of the given reaction. (1) Given the reactants [F:1][C:2]([F:19])([S:15]([O-:18])(=[O:17])=[O:16])[CH:3]([O:8]C(=O)C(C)(C)C)[C:4]([F:7])([F:6])[F:5].[CH2:20]([N+:27]([CH3:30])([CH3:29])[CH3:28])[C:21]1[CH:26]=[CH:25][CH:24]=[CH:23][CH:22]=1.[OH-].[Na+].Cl, predict the reaction product. The product is: [F:19][C:2]([F:1])([S:15]([O-:18])(=[O:16])=[O:17])[CH:3]([OH:8])[C:4]([F:5])([F:7])[F:6].[CH2:20]([N+:27]([CH3:30])([CH3:29])[CH3:28])[C:21]1[CH:26]=[CH:25][CH:24]=[CH:23][CH:22]=1. (2) Given the reactants [CH2:1]([C:3]1[N:4]([CH2:23][C:24]([OH:27])([CH3:26])[CH3:25])[C:5]2[C:14]3[CH:13]=[CH:12][C:11]([CH:15]=[CH:16][C:17]([N:19]([CH3:21])[CH3:20])=[O:18])=[CH:10][C:9]=3[N:8]=[CH:7][C:6]=2[N:22]=1)[CH3:2], predict the reaction product. The product is: [CH2:1]([C:3]1[N:4]([CH2:23][C:24]([OH:27])([CH3:26])[CH3:25])[C:5]2[C:14]3[CH:13]=[CH:12][C:11]([CH2:15][CH2:16][C:17]([N:19]([CH3:21])[CH3:20])=[O:18])=[CH:10][C:9]=3[N:8]=[CH:7][C:6]=2[N:22]=1)[CH3:2]. (3) The product is: [CH3:19][O:20][C:21]1[CH:26]=[CH:25][C:24]([C:2]2[CH:3]=[N:4][C:5]3[C:10]([C:11]=2[S:12][CH:13]2[CH2:17][CH2:16][O:15][CH:14]2[CH3:18])=[CH:9][CH:8]=[CH:7][CH:6]=3)=[CH:23][CH:22]=1. Given the reactants I[C:2]1[CH:3]=[N:4][C:5]2[C:10]([C:11]=1[S:12][CH:13]1[CH2:17][CH2:16][O:15][CH:14]1[CH3:18])=[CH:9][CH:8]=[CH:7][CH:6]=2.[CH3:19][O:20][C:21]1[CH:26]=[CH:25][C:24](B(O)O)=[CH:23][CH:22]=1.C(=O)([O-])[O-].[Na+].[Na+], predict the reaction product.